Dataset: Catalyst prediction with 721,799 reactions and 888 catalyst types from USPTO. Task: Predict which catalyst facilitates the given reaction. (1) Reactant: [N+:1]([C:4]1[CH:9]=[CH:8][C:7]([CH:10]2[CH2:15][C:14](=[O:16])[NH:13][C:12](=[O:17])[CH2:11]2)=[CH:6][CH:5]=1)([O-])=O. Product: [NH2:1][C:4]1[CH:5]=[CH:6][C:7]([CH:10]2[CH2:11][C:12](=[O:17])[NH:13][C:14](=[O:16])[CH2:15]2)=[CH:8][CH:9]=1. The catalyst class is: 19. (2) Reactant: [C:1]([C:5]1[NH:6][C:7]([Br:11])=[C:8]([Br:10])[N:9]=1)([CH3:4])([CH3:3])[CH3:2].[H-].[Na+].[CH3:14][Si:15]([CH2:18][CH2:19][O:20][CH2:21]Cl)([CH3:17])[CH3:16].O. Product: [Br:11][C:7]1[N:6]=[C:5]([C:1]([CH3:4])([CH3:2])[CH3:3])[N:9]([CH2:21][O:20][CH2:19][CH2:18][Si:15]([CH3:17])([CH3:16])[CH3:14])[C:8]=1[Br:10]. The catalyst class is: 49. (3) The catalyst class is: 66. Product: [CH3:15][NH:1][C:2]1[CH:3]=[C:4]([NH:8][C:9](=[O:11])[CH3:10])[CH:5]=[CH:6][CH:7]=1. Reactant: [NH2:1][C:2]1[CH:3]=[C:4]([NH:8][C:9](=[O:11])[CH3:10])[CH:5]=[CH:6][CH:7]=1.[N+]([C:15]1C=CC=CC=1S(Cl)(=O)=O)([O-])=O.IC.C(=O)([O-])[O-].[K+].[K+].C(O)(=O)CS. (4) Reactant: [C:1]1([CH2:7][S:8]([CH2:10][C:11]2[S:15][C:14]([NH:16][C:17]([C:19]3[CH:24]=[CH:23][C:22]([C@H:25]4[CH2:30][CH2:29][C@H:28]([CH2:31][C:32]([O:34]C(C)(C)C)=[O:33])[CH2:27][CH2:26]4)=[CH:21][CH:20]=3)=[O:18])=[N:13][N:12]=2)=[O:9])[CH:6]=[CH:5][CH:4]=[CH:3][CH:2]=1.C(O)(C(F)(F)F)=O. Product: [C:1]1([CH2:7][S:8]([CH2:10][C:11]2[S:15][C:14]([NH:16][C:17]([C:19]3[CH:20]=[CH:21][C:22]([C@H:25]4[CH2:30][CH2:29][C@H:28]([CH2:31][C:32]([OH:34])=[O:33])[CH2:27][CH2:26]4)=[CH:23][CH:24]=3)=[O:18])=[N:13][N:12]=2)=[O:9])[CH:6]=[CH:5][CH:4]=[CH:3][CH:2]=1. The catalyst class is: 4. (5) Reactant: [Cl:1][C:2]1[CH:7]=[CH:6][C:5]([CH:8]([C:20]2[CH:25]=[CH:24][C:23]([Cl:26])=[CH:22][CH:21]=2)[C:9]2[CH:10]=[C:11]3[C:16](=[CH:17][CH:18]=2)[N:15]=[CH:14][N:13]=[C:12]3Cl)=[CH:4][CH:3]=1.[NH2:27][CH:28]1[CH2:33][CH2:32][C:31]([C:36]2[CH:41]=[CH:40][CH:39]=[CH:38][CH:37]=2)([C:34]#[N:35])[CH2:30][CH2:29]1.CC(O)C. Product: [Cl:1][C:2]1[CH:7]=[CH:6][C:5]([CH:8]([C:20]2[CH:25]=[CH:24][C:23]([Cl:26])=[CH:22][CH:21]=2)[C:9]2[CH:10]=[C:11]3[C:16](=[CH:17][CH:18]=2)[N:15]=[CH:14][N:13]=[C:12]3[NH:27][CH:28]2[CH2:33][CH2:32][C:31]([C:36]3[CH:37]=[CH:38][CH:39]=[CH:40][CH:41]=3)([C:34]#[N:35])[CH2:30][CH2:29]2)=[CH:4][CH:3]=1. The catalyst class is: 66. (6) Reactant: [Li]CCCC.Br[C:7]1[CH:23]=[CH:22][C:10]([O:11][Si:12]([CH:19]([CH3:21])[CH3:20])([CH:16]([CH3:18])[CH3:17])[CH:13]([CH3:15])[CH3:14])=[CH:9][C:8]=1[O:24][C@H:25]([C:29]1[O:30][CH:31]=[CH:32][CH:33]=1)[CH2:26][CH2:27]Cl. Product: [O:30]1[CH:31]=[CH:32][CH:33]=[C:29]1[C@@H:25]1[CH2:26][CH2:27][C:7]2[C:8](=[CH:9][C:10]([O:11][Si:12]([CH:19]([CH3:21])[CH3:20])([CH:16]([CH3:18])[CH3:17])[CH:13]([CH3:15])[CH3:14])=[CH:22][CH:23]=2)[O:24]1. The catalyst class is: 1. (7) Reactant: [N:1]([CH2:4][C@H:5]([OH:12])[CH2:6][N:7]1[CH2:11][CH2:10][CH2:9][CH2:8]1)=[N+]=[N-]. Product: [NH2:1][CH2:4][C@H:5]([OH:12])[CH2:6][N:7]1[CH2:11][CH2:10][CH2:9][CH2:8]1. The catalyst class is: 5. (8) Reactant: Cl.[F:2][C:3]1[C:8]([F:9])=[CH:7][CH:6]=[CH:5][C:4]=1[C@H:10]1[CH2:16][N:15]2[C:17]([C:20]3([C:23]([F:26])([F:25])[F:24])[CH2:22][CH2:21]3)=[N:18][N:19]=[C:14]2[C@H:13]([NH:27]C(=O)OC(C)(C)C)[CH2:12][CH2:11]1. Product: [F:2][C:3]1[C:8]([F:9])=[CH:7][CH:6]=[CH:5][C:4]=1[C@H:10]1[CH2:16][N:15]2[C:17]([C:20]3([C:23]([F:26])([F:24])[F:25])[CH2:21][CH2:22]3)=[N:18][N:19]=[C:14]2[C@H:13]([NH2:27])[CH2:12][CH2:11]1. The catalyst class is: 12. (9) Reactant: [C:1]([NH:4][NH:5][C:6]([C:8]1[N:9]([CH3:33])[C:10]2[C:15]([N:16]=1)=[C:14]([N:17]1[CH2:22][CH2:21][CH:20]([N:23]3[C:27]4[CH:28]=[CH:29][CH:30]=[CH:31][C:26]=4[NH:25][C:24]3=[O:32])[CH2:19][CH2:18]1)[N:13]=[CH:12][N:11]=2)=[O:7])(=O)[CH3:2].C1(P(C2C=CC=CC=2)C2C=CC=CC=2)C=CC=CC=1.C(N(C(C)C)CC)(C)C.C(Cl)(Cl)(Cl)Cl. Product: [CH3:33][N:9]1[C:8]([C:6]2[O:7][C:1]([CH3:2])=[N:4][N:5]=2)=[N:16][C:15]2[C:10]1=[N:11][CH:12]=[N:13][C:14]=2[N:17]1[CH2:18][CH2:19][CH:20]([N:23]2[C:27]3[CH:28]=[CH:29][CH:30]=[CH:31][C:26]=3[NH:25][C:24]2=[O:32])[CH2:21][CH2:22]1. The catalyst class is: 10. (10) Reactant: [Cl:1][C:2]1[CH:7]=[CH:6][C:5]([Cl:8])=[CH:4][C:3]=1[CH2:9][O:10][C:11]1[N:16]=[C:15]([C:17]([OH:19])=O)[CH:14]=[CH:13][CH:12]=1.[CH:20]1([N:23]2[C:32]3[C:27](=[CH:28][CH:29]=[CH:30][CH:31]=3)[NH:26][CH2:25][CH2:24]2)[CH2:22][CH2:21]1.CN(C(ON1N=NC2C=CC=NC1=2)=[N+](C)C)C.F[P-](F)(F)(F)(F)F.CCN(C(C)C)C(C)C. Product: [CH:20]1([N:23]2[C:32]3[C:27](=[CH:28][CH:29]=[CH:30][CH:31]=3)[N:26]([C:17]([C:15]3[CH:14]=[CH:13][CH:12]=[C:11]([O:10][CH2:9][C:3]4[CH:4]=[C:5]([Cl:8])[CH:6]=[CH:7][C:2]=4[Cl:1])[N:16]=3)=[O:19])[CH2:25][CH2:24]2)[CH2:22][CH2:21]1. The catalyst class is: 42.